From a dataset of Drug-target binding data from BindingDB using IC50 measurements. Regression. Given a target protein amino acid sequence and a drug SMILES string, predict the binding affinity score between them. We predict pIC50 (pIC50 = -log10(IC50 in M); higher means more potent). Dataset: bindingdb_ic50. The target protein sequence is MRHHHHHHRSDAVSSDRNFPNSTNLPRNPSMADYEARIFTFGTWIYSVNKEQLARAGFYALGEGDKVKCFHCGGGLTDWKPSEDPWEQHAKWYPGCKYLLEQKGQEYINNIHLTHSLEECLVRTT. The small molecule is CN[C@@H](C)C(=O)N[C@H]1CN(C(=O)c2ccc(F)cc2)c2ccccc2N(Cc2c(C)ccc3ccccc23)C1=O. The pIC50 is 4.3.